From a dataset of Full USPTO retrosynthesis dataset with 1.9M reactions from patents (1976-2016). Predict the reactants needed to synthesize the given product. Given the product [CH3:17][O:18][C:19](=[O:26])[CH2:20][CH2:21][CH2:22][CH2:23][CH2:24][O:16][C:9]1[CH:10]=[CH:11][C:12]([N+:13]([O-:15])=[O:14])=[C:7]([NH:6][CH2:5][CH2:4][CH2:3][O:2][CH3:1])[CH:8]=1, predict the reactants needed to synthesize it. The reactants are: [CH3:1][O:2][CH2:3][CH2:4][CH2:5][NH:6][C:7]1[CH:8]=[C:9]([OH:16])[CH:10]=[CH:11][C:12]=1[N+:13]([O-:15])=[O:14].[CH3:17][O:18][C:19](=[O:26])[CH2:20][CH2:21][CH2:22][CH2:23][CH2:24]Br.